Predict the product of the given reaction. From a dataset of Forward reaction prediction with 1.9M reactions from USPTO patents (1976-2016). (1) Given the reactants [Br:1][C:2]1[C:10]2[C:6](=[N:7][S:8][N:9]=2)[C:5]([CH:11]=[N:12][OH:13])=[CH:4][CH:3]=1.[Cl:14]N1C(=O)CCC1=O.O, predict the reaction product. The product is: [Br:1][C:2]1[C:10]2[C:6](=[N:7][S:8][N:9]=2)[C:5]([C:11]([Cl:14])=[N:12][OH:13])=[CH:4][CH:3]=1. (2) Given the reactants [N+:1]([C:4]1[CH:9]=[C:8]([N+:10]([O-])=O)[CH:7]=[CH:6][C:5]=1[CH2:13][CH:14]([CH3:19])[C:15](OC)=[O:16])([O-])=O, predict the reaction product. The product is: [NH2:10][C:8]1[CH:9]=[C:4]2[C:5]([CH2:13][CH:14]([CH3:19])[C:15](=[O:16])[NH:1]2)=[CH:6][CH:7]=1. (3) Given the reactants [CH2:1]([N:8]1[CH2:13][CH2:12][O:11][CH:10]([C:14]2[N:22]3[C:17]([C:18]([NH2:23])=[N:19][CH:20]=[N:21]3)=[C:16](Br)[CH:15]=2)[CH2:9]1)[C:2]1[CH:7]=[CH:6][CH:5]=[CH:4][CH:3]=1.[CH2:25]([N:32]1[CH:40]=[C:39]2[C:34]([CH:35]=[C:36](B3OC(C)(C)C(C)(C)O3)[CH:37]=[CH:38]2)=[N:33]1)[C:26]1[CH:31]=[CH:30][CH:29]=[CH:28][CH:27]=1.[O-]P([O-])([O-])=O.[K+].[K+].[K+].O, predict the reaction product. The product is: [CH2:25]([N:32]1[CH:40]=[C:39]2[C:34]([CH:35]=[C:36]([C:16]3[CH:15]=[C:14]([CH:10]4[O:11][CH2:12][CH2:13][N:8]([CH2:1][C:2]5[CH:7]=[CH:6][CH:5]=[CH:4][CH:3]=5)[CH2:9]4)[N:22]4[C:17]=3[C:18]([NH2:23])=[N:19][CH:20]=[N:21]4)[CH:37]=[CH:38]2)=[N:33]1)[C:26]1[CH:31]=[CH:30][CH:29]=[CH:28][CH:27]=1. (4) Given the reactants [CH2:1]([C:3]1[CH:8]=[CH:7][CH:6]=[CH:5][C:4]=1[O:9][CH3:10])[CH3:2].[Br:11]N1C(=O)CCC1=O, predict the reaction product. The product is: [Br:11][C:7]1[CH:6]=[CH:5][C:4]([O:9][CH3:10])=[C:3]([CH2:1][CH3:2])[CH:8]=1. (5) Given the reactants C1C=CC2N(O)N=NC=2C=1.[C:11]([NH:14][C@@H:15]([CH2:19][C:20]1[CH:25]=[CH:24][CH:23]=[CH:22][CH:21]=1)[C:16](O)=[O:17])(=[O:13])[CH3:12].CCN=C=NCCCN(C)C.Cl.[NH2:38][C@@H:39]([CH2:48][C:49]1[CH:54]=[CH:53][C:52]([N:55]2[CH2:59][C:58](=[O:60])[N:57]([CH2:61][C:62]3[CH:67]=[CH:66][C:65]([O:68][CH3:69])=[CH:64][CH:63]=3)[S:56]2(=[O:71])=[O:70])=[CH:51][CH:50]=1)[C:40]([NH:42][CH2:43][CH2:44][CH2:45][CH2:46][CH3:47])=[O:41], predict the reaction product. The product is: [C:11]([NH:14][C@@H:15]([CH2:19][C:20]1[CH:21]=[CH:22][CH:23]=[CH:24][CH:25]=1)[C:16]([NH:38][C@H:39]([C:40](=[O:41])[NH:42][CH2:43][CH2:44][CH2:45][CH2:46][CH3:47])[CH2:48][C:49]1[CH:50]=[CH:51][C:52]([N:55]2[CH2:59][C:58](=[O:60])[N:57]([CH2:61][C:62]3[CH:67]=[CH:66][C:65]([O:68][CH3:69])=[CH:64][CH:63]=3)[S:56]2(=[O:70])=[O:71])=[CH:53][CH:54]=1)=[O:17])(=[O:13])[CH3:12]. (6) Given the reactants [F:1][C:2]1[C:7]([N+:8]([O-])=O)=[CH:6][CH:5]=[C:4]([F:11])[C:3]=1[C:12]([C:14]1[C:22]2[C:17](=[N:18][CH:19]=[C:20]([CH3:23])[CH:21]=2)[NH:16][CH:15]=1)=[O:13].C(OCC)(=O)C.C(=O)(O)[O-], predict the reaction product. The product is: [NH2:8][C:7]1[C:2]([F:1])=[C:3]([C:12]([C:14]2[C:22]3[C:17](=[N:18][CH:19]=[C:20]([CH3:23])[CH:21]=3)[NH:16][CH:15]=2)=[O:13])[C:4]([F:11])=[CH:5][CH:6]=1. (7) The product is: [Cl:1][C:2]1[CH:7]=[CH:6][N:5]=[C:4]([C:8]([NH:13][CH3:12])=[O:10])[CH:3]=1. Given the reactants [Cl:1][C:2]1[CH:7]=[CH:6][N:5]=[C:4]([C:8]([O:10]C)=O)[CH:3]=1.[CH3:12][NH2:13], predict the reaction product. (8) Given the reactants C1C=CC2N(O)N=NC=2C=1.CCN=C=NCCCN(C)C.Cl.[O:23]1[C:28]2[CH:29]=[CH:30][CH:31]=[CH:32][C:27]=2[NH:26][CH2:25][CH:24]1[C:33]([O-:35])=O.[Li+].[CH3:37][C:38]1[N:42]=[C:41]([CH2:43][NH2:44])[O:40][N:39]=1, predict the reaction product. The product is: [CH3:37][C:38]1[N:42]=[C:41]([CH2:43][NH:44][C:33]([CH:24]2[O:23][C:28]3[CH:29]=[CH:30][CH:31]=[CH:32][C:27]=3[NH:26][CH2:25]2)=[O:35])[O:40][N:39]=1.